From a dataset of Reaction yield outcomes from USPTO patents with 853,638 reactions. Predict the reaction yield, written as a fraction of the theoretical maximum amount of product (1.0 means a 100% yield; for example, 0.34 means a 34% yield). (1) The reactants are [Br:1][C:2]1[CH:3]=[C:4]([OH:8])[CH:5]=[CH:6][CH:7]=1.[N+:9]([O-])([O-:11])=[O:10].[Na+].O. The yield is 0.200. The catalyst is S(=O)(=O)(O)O. The product is [Br:1][C:2]1[CH:7]=[CH:6][C:5]([N+:9]([O-:11])=[O:10])=[C:4]([OH:8])[CH:3]=1. (2) The reactants are [CH:1]1([C:4]2[CH:8]=[C:7](N)[S:6][N:5]=2)[CH2:3][CH2:2]1.S(=O)(=O)(O)O.N([O-])=O.[Na+].[I-:19].[K+].C(=O)([O-])[O-].[K+].[K+]. The catalyst is O.C(OCC)(=O)C. The product is [CH:1]1([C:4]2[CH:8]=[C:7]([I:19])[S:6][N:5]=2)[CH2:3][CH2:2]1. The yield is 0.400. (3) The reactants are [OH:1][CH2:2][C:3]1[CH:13]=[CH:12][C:6]([O:7][CH2:8][CH:9]([OH:11])[CH3:10])=[CH:5][CH:4]=1.[C:14]([N:18]1[C:23](=[O:24])[C:22]([Cl:25])=[C:21](O)[CH:20]=[N:19]1)([CH3:17])([CH3:16])[CH3:15].C1C=CC(P(C2C=CC=CC=2)C2C=CC=CC=2)=CC=1.CC(OC(/N=N/C(OC(C)C)=O)=O)C. The catalyst is C1COCC1.O. The product is [C:14]([N:18]1[C:23](=[O:24])[C:22]([Cl:25])=[C:21]([O:1][CH2:2][C:3]2[CH:4]=[CH:5][C:6]([O:7][CH2:8][CH:9]([OH:11])[CH3:10])=[CH:12][CH:13]=2)[CH:20]=[N:19]1)([CH3:17])([CH3:15])[CH3:16]. The yield is 0.510. (4) The reactants are [OH:1][C:2]1[CH:9]=[CH:8][C:7]([I:10])=[CH:6][C:3]=1[CH:4]=[CH2:5].[CH3:11][O:12][CH2:13][O:14][C:15]1[CH:23]=[CH:22][C:18]([C:19](O)=[O:20])=[CH:17][CH:16]=1.C1CCC(N=C=NC2CCCCC2)CC1. The catalyst is C(Cl)Cl.CN(C1C=CN=CC=1)C. The product is [CH:4]([C:3]1[CH:6]=[C:7]([I:10])[CH:8]=[CH:9][C:2]=1[O:1][C:19](=[O:20])[C:18]1[CH:17]=[CH:16][C:15]([O:14][CH2:13][O:12][CH3:11])=[CH:23][CH:22]=1)=[CH2:5]. The yield is 0.790. (5) The reactants are Cl.[NH2:2][CH:3]([C@H:9]([CH3:17])[CH2:10][CH:11]([CH3:16])[CH2:12][CH2:13][CH:14]=[CH2:15])[C:4]([O:6][CH2:7][CH3:8])=[O:5].C(N(CC)C(C)C)(C)C.[C:27](O[C:27]([O:29][C:30]([CH3:33])([CH3:32])[CH3:31])=[O:28])([O:29][C:30]([CH3:33])([CH3:32])[CH3:31])=[O:28]. The catalyst is C(Cl)Cl. The product is [C:30]([O:29][C:27]([NH:2][CH:3]([C@H:9]([CH3:17])[CH2:10][CH:11]([CH3:16])[CH2:12][CH2:13][CH:14]=[CH2:15])[C:4]([O:6][CH2:7][CH3:8])=[O:5])=[O:28])([CH3:33])([CH3:32])[CH3:31]. The yield is 0.940. (6) The reactants are [OH:1][C:2]1[CH:3]=[C:4]([C:12]([O:14]C)=[O:13])[CH:5]=[C:6]([CH:11]=1)[C:7]([O:9]C)=[O:8].[OH-].[Li+]. The catalyst is C1COCC1. The product is [OH:1][C:2]1[CH:3]=[C:4]([C:12]([OH:14])=[O:13])[CH:5]=[C:6]([CH:11]=1)[C:7]([OH:9])=[O:8]. The yield is 0.580. (7) The reactants are [CH:1]([C:4]1[C:9](=[O:10])[NH:8][C:7](=[O:11])[NH:6][C:5]=1[C:12]([C:14]1[CH:15]=[C:16]([CH:19]=[C:20]([CH3:22])[CH:21]=1)[C:17]#[N:18])=[O:13])([CH3:3])[CH3:2].C(=O)([O-])[O-].[K+].[K+].I[CH2:30][CH2:31][CH2:32][CH3:33]. The catalyst is CN(C=O)C. The product is [CH2:30]([N:6]1[C:5]([C:12]([C:14]2[CH:15]=[C:16]([CH:19]=[C:20]([CH3:22])[CH:21]=2)[C:17]#[N:18])=[O:13])=[C:4]([CH:1]([CH3:3])[CH3:2])[C:9](=[O:10])[NH:8][C:7]1=[O:11])[CH2:31][CH2:32][CH3:33]. The yield is 0.500.